From a dataset of Reaction yield outcomes from USPTO patents with 853,638 reactions. Predict the reaction yield, written as a fraction of the theoretical maximum amount of product (1.0 means a 100% yield; for example, 0.34 means a 34% yield). (1) The reactants are [Cl:1][C:2]1[CH:11]=[CH:10][C:9]([NH:12][S:13]([C:16]2[CH:21]=[CH:20][C:19]([CH3:22])=[CH:18][C:17]=2[N+:23]([O-])=O)(=[O:15])=[O:14])=[C:8]2[C:3]=1[CH:4]=[CH:5][CH:6]=[N:7]2.O.NN. The catalyst is [Ni].CO. The product is [NH2:23][C:17]1[CH:18]=[C:19]([CH3:22])[CH:20]=[CH:21][C:16]=1[S:13]([NH:12][C:9]1[CH:10]=[CH:11][C:2]([Cl:1])=[C:3]2[C:8]=1[N:7]=[CH:6][CH:5]=[CH:4]2)(=[O:15])=[O:14]. The yield is 0.270. (2) The yield is 0.710. The product is [F:2][C@H:3]1[CH2:7][CH2:6][N:5]([C:9]2[CH:10]=[CH:11][C:12]3[S:19](=[O:21])(=[O:20])[N:18]4[CH2:22][C@H:15]([CH2:16][CH2:17]4)[NH:14][C:13]=3[N:23]=2)[CH2:4]1. The catalyst is CN(C=O)C. The reactants are Cl.[F:2][C@H:3]1[CH2:7][CH2:6][NH:5][CH2:4]1.Cl[C:9]1[CH:10]=[CH:11][C:12]2[S:19](=[O:21])(=[O:20])[N:18]3[CH2:22][C@H:15]([CH2:16][CH2:17]3)[NH:14][C:13]=2[N:23]=1.C(=O)([O-])[O-].[Na+].[Na+]. (3) The reactants are Cl.C(N=C=NCCCN(C)C)C.[C:13]1([CH2:19][O:20][C:21]([C:23]2([NH2:29])[CH2:28][CH2:27][CH2:26][CH2:25][CH2:24]2)=[O:22])[CH:18]=[CH:17][CH:16]=[CH:15][CH:14]=1.ON1C2C=CC=CC=2N=N1.[C:40]1([C:49]2[CH:54]=[CH:53][CH:52]=[CH:51][CH:50]=2)[CH:45]=[CH:44][C:43]([C:46](O)=[O:47])=[CH:42][CH:41]=1. The catalyst is C(Cl)Cl. The product is [C:13]1([CH2:19][O:20][C:21]([C:23]2([NH:29][C:46]([C:43]3[CH:44]=[CH:45][C:40]([C:49]4[CH:50]=[CH:51][CH:52]=[CH:53][CH:54]=4)=[CH:41][CH:42]=3)=[O:47])[CH2:24][CH2:25][CH2:26][CH2:27][CH2:28]2)=[O:22])[CH:14]=[CH:15][CH:16]=[CH:17][CH:18]=1. The yield is 0.850.